From a dataset of Forward reaction prediction with 1.9M reactions from USPTO patents (1976-2016). Predict the product of the given reaction. Given the reactants [CH3:1][O:2][C:3]1[CH:4]=[C:5]([C:9]2[CH:17]=[CH:16][CH:15]=[C:14]3[C:10]=2[CH2:11][C:12](=[O:18])[NH:13]3)[CH:6]=[CH:7][CH:8]=1.[CH2:19]([N:21]([CH2:35][CH3:36])[CH2:22][CH2:23][NH:24][C:25]([C:27]1[NH:28][C:29]([CH:33]=O)=[C:30]([CH3:32])[CH:31]=1)=[O:26])[CH3:20], predict the reaction product. The product is: [CH2:35]([N:21]([CH2:19][CH3:20])[CH2:22][CH2:23][NH:24][C:25]([C:27]1[NH:28][C:29]([CH:33]=[C:11]2[C:10]3[C:14](=[CH:15][CH:16]=[CH:17][C:9]=3[C:5]3[CH:6]=[CH:7][CH:8]=[C:3]([O:2][CH3:1])[CH:4]=3)[NH:13][C:12]2=[O:18])=[C:30]([CH3:32])[CH:31]=1)=[O:26])[CH3:36].